Predict the reactants needed to synthesize the given product. From a dataset of Full USPTO retrosynthesis dataset with 1.9M reactions from patents (1976-2016). (1) Given the product [C:1]([NH:4][C:5]1[CH:10]=[CH:9][C:8]([O:11][C:12](=[O:27])/[CH:13]=[CH:14]/[C:15]2[CH:20]=[CH:19][C:18]([OH:21])=[C:17]([O:25][CH3:26])[CH:16]=2)=[CH:7][CH:6]=1)(=[O:3])[CH3:2], predict the reactants needed to synthesize it. The reactants are: [C:1]([NH:4][C:5]1[CH:10]=[CH:9][C:8]([O:11][C:12](=[O:27])/[CH:13]=[CH:14]/[C:15]2[CH:20]=[CH:19][C:18]([O:21]C(=O)C)=[C:17]([O:25][CH3:26])[CH:16]=2)=[CH:7][CH:6]=1)(=[O:3])[CH3:2].C(=O)([O-])[O-].[K+].[K+]. (2) Given the product [F:1][C:2]1[CH:3]=[CH:4][CH:5]=[C:6]2[C:10]=1[NH:9][N:15]=[C:7]2[C:8]([OH:11])=[O:13], predict the reactants needed to synthesize it. The reactants are: [F:1][C:2]1[CH:3]=[CH:4][CH:5]=[C:6]2[C:10]=1[NH:9][C:8](=[O:11])[C:7]2=O.[OH-:13].[Na+].[N:15]([O-])=O.[Na+].S(=O)(=O)(O)O. (3) Given the product [CH2:15]([O:22][C:23]1[CH:28]=[CH:27][C:26](/[CH:29]=[CH:30]/[C:31]([N:40]2[C@H:9]([C:7]3[CH:6]=[CH:38][CH:37]=[CH:36][CH:35]=3)[CH2:8][O:13][C:44]2=[O:45])=[O:33])=[C:25]([F:34])[CH:24]=1)[C:16]1[CH:17]=[CH:18][CH:19]=[CH:20][CH:21]=1, predict the reactants needed to synthesize it. The reactants are: C(N([CH2:6][CH3:7])CC)C.[C:8](Cl)(=[O:13])[C:9](C)(C)C.[CH2:15]([O:22][C:23]1[CH:28]=[CH:27][C:26](/[CH:29]=[CH:30]/[C:31]([OH:33])=O)=[C:25]([F:34])[CH:24]=1)[C:16]1[CH:21]=[CH:20][CH:19]=[CH:18][CH:17]=1.[CH2:35]([Li])[CH2:36][CH2:37][CH3:38].[NH4+:40].[Cl-].C1C[O:45][CH2:44]C1.